Predict the reactants needed to synthesize the given product. From a dataset of Full USPTO retrosynthesis dataset with 1.9M reactions from patents (1976-2016). (1) Given the product [C:33]([O:32][C:30](=[O:31])[NH:29][C@H:26]1[CH2:25][CH2:24][C@H:23]([CH2:22][CH2:21][N:8]2[C:7]3[CH:13]=[C:3]([O:2][CH3:1])[CH:4]=[CH:5][C:6]=3[O:11][CH2:10][C:9]2=[O:12])[CH2:28][CH2:27]1)([CH3:36])([CH3:35])[CH3:34], predict the reactants needed to synthesize it. The reactants are: [CH3:1][O:2][C:3]1[CH:4]=[CH:5][C:6]2[O:11][CH2:10][C:9](=[O:12])[NH:8][C:7]=2[CH:13]=1.[H-].[Na+].CS(O[CH2:21][CH2:22][C@H:23]1[CH2:28][CH2:27][C@H:26]([NH:29][C:30]([O:32][C:33]([CH3:36])([CH3:35])[CH3:34])=[O:31])[CH2:25][CH2:24]1)(=O)=O.C(OC(=O)NC1CCN(CCN2C3C(=CC=C(OC)C=3)C=CC2=O)CC1)(C)(C)C. (2) Given the product [CH2:29]([O:28][C:26](=[O:27])[C:23]1[CH:22]=[CH:21][C:20]([NH:19][C:18]([C:15]2[CH:16]=[C:17]3[C:12]([CH2:11][CH2:10][CH2:9][NH:8]3)=[CH:13][CH:14]=2)=[O:31])=[CH:25][CH:24]=1)[CH3:30], predict the reactants needed to synthesize it. The reactants are: C(OC([N:8]1[C:17]2[C:12](=[CH:13][CH:14]=[C:15]([C:18](=[O:31])[NH:19][C:20]3[CH:25]=[CH:24][C:23]([C:26]([O:28][CH2:29][CH3:30])=[O:27])=[CH:22][CH:21]=3)[CH:16]=2)[CH2:11][CH2:10][CH2:9]1)=O)(C)(C)C. (3) Given the product [F:15][C:3]([F:14])([F:2])[C:4]1[CH:5]=[N:6][C:7]2[CH2:8][CH2:9][N:10]([C:16]([O:18][C:19]([CH3:22])([CH3:21])[CH3:20])=[O:17])[CH2:11][C:12]=2[CH:13]=1, predict the reactants needed to synthesize it. The reactants are: Cl.[F:2][C:3]([F:15])([F:14])[C:4]1[CH:5]=[N:6][C:7]2[CH2:8][CH2:9][NH:10][CH2:11][C:12]=2[CH:13]=1.[C:16](O[C:16]([O:18][C:19]([CH3:22])([CH3:21])[CH3:20])=[O:17])([O:18][C:19]([CH3:22])([CH3:21])[CH3:20])=[O:17].C(N(CC)CC)C. (4) Given the product [Br:1][C:2]1[C:3]([O:22][C:24]2[CH:31]=[N:30][CH:29]=[C:28]([Cl:32])[C:25]=2[C:26]#[N:27])=[CH:4][C:5]([NH:8][C:9]2[S:10][CH:11]=[C:12]([CH2:14][CH2:15][C:16]3[CH:17]=[CH:18][CH:19]=[CH:20][CH:21]=3)[N:13]=2)=[N:6][CH:7]=1, predict the reactants needed to synthesize it. The reactants are: [Br:1][C:2]1[C:3]([OH:22])=[CH:4][C:5]([NH:8][C:9]2[S:10][CH:11]=[C:12]([CH2:14][CH2:15][C:16]3[CH:21]=[CH:20][CH:19]=[CH:18][CH:17]=3)[N:13]=2)=[N:6][CH:7]=1.Cl[C:24]1[CH:31]=[N:30][CH:29]=[C:28]([Cl:32])[C:25]=1[C:26]#[N:27].C([O-])([O-])=O.[Cs+].[Cs+].